This data is from Full USPTO retrosynthesis dataset with 1.9M reactions from patents (1976-2016). The task is: Predict the reactants needed to synthesize the given product. Given the product [Br:1][C:2]1[N:3]=[C:4]([CH2:8][N:10]([CH3:12])[CH3:11])[CH:5]=[CH:6][CH:7]=1, predict the reactants needed to synthesize it. The reactants are: [Br:1][C:2]1[CH:7]=[CH:6][CH:5]=[C:4]([CH2:8]Br)[N:3]=1.[NH:10]([CH3:12])[CH3:11].